This data is from Full USPTO retrosynthesis dataset with 1.9M reactions from patents (1976-2016). The task is: Predict the reactants needed to synthesize the given product. (1) Given the product [N:32]([CH2:12][CH:13]1[CH2:17][C:16]2[CH:18]=[CH:19][CH:20]=[C:21]([C:22]3[CH:27]=[CH:26][C:25]([C:28]([F:31])([F:30])[F:29])=[CH:24][CH:23]=3)[C:15]=2[O:14]1)=[N+:33]=[N-:34], predict the reactants needed to synthesize it. The reactants are: CC1C=CC(S(O[CH2:12][CH:13]2[CH2:17][C:16]3[CH:18]=[CH:19][CH:20]=[C:21]([C:22]4[CH:27]=[CH:26][C:25]([C:28]([F:31])([F:30])[F:29])=[CH:24][CH:23]=4)[C:15]=3[O:14]2)(=O)=O)=CC=1.[N-:32]=[N+:33]=[N-:34].[Na+].N(CC1CC2C=C(Cl)C=C(C3C=CSC=3)C=2O1)=[N+]=[N-]. (2) The reactants are: [Br:1][C:2]1[CH:10]=[CH:9][C:5]([C:6]([OH:8])=[O:7])=[C:4]([Cl:11])[CH:3]=1.S(Cl)(Cl)=O.[CH3:16]O. Given the product [Br:1][C:2]1[CH:10]=[CH:9][C:5]([C:6]([O:8][CH3:16])=[O:7])=[C:4]([Cl:11])[CH:3]=1, predict the reactants needed to synthesize it.